This data is from Rat liver microsome stability data. The task is: Regression/Classification. Given a drug SMILES string, predict its absorption, distribution, metabolism, or excretion properties. Task type varies by dataset: regression for continuous measurements (e.g., permeability, clearance, half-life) or binary classification for categorical outcomes (e.g., BBB penetration, CYP inhibition). Dataset: rlm. (1) The drug is COc1cc(N2CCN(C3CCN(c4cccc5ccc(C(F)(F)F)nc45)CC3)CC2)c2ncccc2c1. The result is 1 (stable in rat liver microsomes). (2) The drug is CCNC(=O)c1ccc(NC(=O)Nc2ccc(-c3nc(N4CCOCC4)c4nnn(CC)c4n3)cc2)cc1. The result is 1 (stable in rat liver microsomes). (3) The drug is O=C1NCCc2[nH]c(-c3ccnc(-c4cnc5ccccc5c4)c3)cc21. The result is 0 (unstable in rat liver microsomes). (4) The drug is Cc1nc(C(=O)N2CCC[C@@H](C)[C@H]2CNc2nc3ccccc3o2)c(-c2ccccc2)s1. The result is 0 (unstable in rat liver microsomes). (5) The drug is Cc1c2c(n3c1CCCN(C(=O)[C@@H](C)N)[C@H](C)CNc1cc-3ccc1C(N)=O)CC(C)(C)CC2=O. The result is 0 (unstable in rat liver microsomes). (6) The molecule is CN(C)c1cccc(-c2nnc(N3CCC(C(N)=O)CC3)s2)c1. The result is 1 (stable in rat liver microsomes). (7) The compound is COc1ccc2c(O[C@H]3C[C@H]4C(=O)N(C)CCCCC=C[C@@H]5C[C@@]5(C(=O)NS(=O)(=O)C5(C)CC5)NC(=O)N4C3)cc(-c3nc(C(C)C)cs3)nc2c1Cl. The result is 0 (unstable in rat liver microsomes). (8) The molecule is CC(=O)c1c(C)[nH]c(C(=O)Nc2ccc(Cl)cc2)c1C. The result is 0 (unstable in rat liver microsomes). (9) The molecule is CC(C)[C@H](NS(=O)(=O)c1ccc2c(c1)oc1cc(N)ccc12)C(=O)O. The result is 0 (unstable in rat liver microsomes).